From a dataset of NCI-60 drug combinations with 297,098 pairs across 59 cell lines. Regression. Given two drug SMILES strings and cell line genomic features, predict the synergy score measuring deviation from expected non-interaction effect. (1) Drug 1: C1=C(C(=O)NC(=O)N1)N(CCCl)CCCl. Drug 2: C#CCC(CC1=CN=C2C(=N1)C(=NC(=N2)N)N)C3=CC=C(C=C3)C(=O)NC(CCC(=O)O)C(=O)O. Cell line: TK-10. Synergy scores: CSS=8.42, Synergy_ZIP=-4.14, Synergy_Bliss=-1.99, Synergy_Loewe=-2.93, Synergy_HSA=-2.89. (2) Drug 1: C1=C(C(=O)NC(=O)N1)N(CCCl)CCCl. Drug 2: COC1=C2C(=CC3=C1OC=C3)C=CC(=O)O2. Cell line: OVCAR-8. Synergy scores: CSS=9.89, Synergy_ZIP=-7.15, Synergy_Bliss=-6.46, Synergy_Loewe=-13.7, Synergy_HSA=-7.11. (3) Drug 1: CNC(=O)C1=CC=CC=C1SC2=CC3=C(C=C2)C(=NN3)C=CC4=CC=CC=N4. Drug 2: CCC1(CC2CC(C3=C(CCN(C2)C1)C4=CC=CC=C4N3)(C5=C(C=C6C(=C5)C78CCN9C7C(C=CC9)(C(C(C8N6C=O)(C(=O)OC)O)OC(=O)C)CC)OC)C(=O)OC)O.OS(=O)(=O)O. Cell line: HOP-62. Synergy scores: CSS=18.2, Synergy_ZIP=4.50, Synergy_Bliss=7.90, Synergy_Loewe=-2.42, Synergy_HSA=4.33. (4) Drug 1: CC1=CC=C(C=C1)C2=CC(=NN2C3=CC=C(C=C3)S(=O)(=O)N)C(F)(F)F. Drug 2: CS(=O)(=O)OCCCCOS(=O)(=O)C. Cell line: SK-MEL-5. Synergy scores: CSS=3.98, Synergy_ZIP=-1.94, Synergy_Bliss=-0.185, Synergy_Loewe=-1.81, Synergy_HSA=-0.827. (5) Synergy scores: CSS=19.0, Synergy_ZIP=-5.79, Synergy_Bliss=-0.666, Synergy_Loewe=-0.599, Synergy_HSA=0.368. Drug 2: C1C(C(OC1N2C=NC3=C2NC=NCC3O)CO)O. Drug 1: C1CN1P(=S)(N2CC2)N3CC3. Cell line: SNB-19.